This data is from Catalyst prediction with 721,799 reactions and 888 catalyst types from USPTO. The task is: Predict which catalyst facilitates the given reaction. (1) Reactant: S(=O)(=O)(O)O.Cl.[CH2:7]([N:14]1[CH2:19][CH2:18][C:17]([OH:22])([C:20]#[N:21])[CH2:16][CH2:15]1)[C:8]1[CH:13]=[CH:12][CH:11]=[CH:10][CH:9]=1.[OH-:23].[Na+]. Product: [CH2:7]([N:14]1[CH2:15][CH2:16][C:17]([OH:22])([C:20]([NH2:21])=[O:23])[CH2:18][CH2:19]1)[C:8]1[CH:9]=[CH:10][CH:11]=[CH:12][CH:13]=1. The catalyst class is: 6. (2) Reactant: CS(O[C@H:6]([C:26]1[CH:31]=[C:30]([N+:32]([O-:34])=[O:33])[C:29]([Cl:35])=[CH:28][C:27]=1[F:36])[CH2:7][CH2:8][C@H:9](OS(C)(=O)=O)[C:10]1[CH:15]=[C:14]([N+:16]([O-:18])=[O:17])[C:13]([Cl:19])=[CH:12][C:11]=1[F:20])(=O)=O.[F:37][C:38]1[CH:39]=[C:40]([CH:42]=[C:43]([F:51])[C:44]=1[N:45]1[CH2:50][CH2:49][CH2:48][CH2:47][CH2:46]1)[NH2:41].CCN(C(C)C)C(C)C. Product: [Cl:19][C:13]1[C:14]([N+:16]([O-:18])=[O:17])=[CH:15][C:10]([C@H:9]2[CH2:8][CH2:7][C@H:6]([C:26]3[CH:31]=[C:30]([N+:32]([O-:34])=[O:33])[C:29]([Cl:35])=[CH:28][C:27]=3[F:36])[N:41]2[C:40]2[CH:39]=[C:38]([F:37])[C:44]([N:45]3[CH2:46][CH2:47][CH2:48][CH2:49][CH2:50]3)=[C:43]([F:51])[CH:42]=2)=[C:11]([F:20])[CH:12]=1. The catalyst class is: 23. (3) Reactant: [C:1]([O:5][C:6]([N:8]1[CH2:13][CH2:12][NH:11][CH2:10][CH2:9]1)=[O:7])([CH3:4])([CH3:3])[CH3:2].C(N(C(C)C)CC)(C)C.[Cl:23][C:24]1[CH:25]=[C:26]([CH:29]=[CH:30][C:31]=1[Cl:32])[CH2:27]Cl. Product: [C:1]([O:5][C:6]([N:8]1[CH2:13][CH2:12][N:11]([CH2:27][C:26]2[CH:29]=[CH:30][C:31]([Cl:32])=[C:24]([Cl:23])[CH:25]=2)[CH2:10][CH2:9]1)=[O:7])([CH3:4])([CH3:2])[CH3:3]. The catalyst class is: 1. (4) Reactant: [CH2:1]([N:3]1[C:11]2[C:6](=[CH:7][CH:8]=[C:9]([O:12][CH3:13])[CH:10]=2)[C:5]([C:14]#[N:15])=[C:4]1I)[CH3:2].[F-].[Cs+]. Product: [NH2:3][C:11]1[CH:6]=[CH:7][C:8]([C:4]2[N:3]([CH2:1][CH3:2])[C:11]3[C:6]([C:5]=2[C:14]#[N:15])=[CH:7][CH:8]=[C:9]([O:12][CH3:13])[CH:10]=3)=[CH:9][CH:10]=1. The catalyst class is: 628. (5) Reactant: [C:1]1([C:8]([OH:10])=O)([C:5]([OH:7])=[O:6])[CH2:4][CH2:3][CH2:2]1.C(N(CC)CC)C.S(Cl)(Cl)=O.[F:22][C:23]1[CH:29]=[CH:28][C:26]([NH2:27])=[CH:25][CH:24]=1. Product: [F:22][C:23]1[CH:29]=[CH:28][C:26]([NH:27][C:8]([C:1]2([C:5]([OH:7])=[O:6])[CH2:2][CH2:3][CH2:4]2)=[O:10])=[CH:25][CH:24]=1. The catalyst class is: 56. (6) The catalyst class is: 5. Reactant: [CH2:1]([C:4]1([C:17](=[O:26])[NH:18][C:19]2[CH:24]=[CH:23][CH:22]=[C:21]([Cl:25])[CH:20]=2)[CH2:9][CH2:8][N:7](C(OC(C)(C)C)=O)[CH2:6][CH2:5]1)[CH:2]=[CH2:3].Cl.O1CCOCC1. Product: [CH2:1]([C:4]1([C:17]([NH:18][C:19]2[CH:24]=[CH:23][CH:22]=[C:21]([Cl:25])[CH:20]=2)=[O:26])[CH2:9][CH2:8][NH:7][CH2:6][CH2:5]1)[CH:2]=[CH2:3]. (7) Reactant: [CH3:1][C:2]1([C:9]([OH:11])=[O:10])[CH2:7][CH2:6][C:5](=O)[CH2:4][CH2:3]1.[NH:12]1[CH2:17][CH2:16][O:15][CH2:14][CH2:13]1. Product: [CH3:1][C:2]1([C:9]([OH:11])=[O:10])[CH2:7][CH2:6][C:5]([N:12]2[CH2:17][CH2:16][O:15][CH2:14][CH2:13]2)=[CH:4][CH2:3]1. The catalyst class is: 626. (8) Reactant: Cl.Cl.Cl.[NH2:4][C:5]1[C:6]([O:43][CH3:44])=[C:7]([NH:15][C:16]([C:18]2[N:19]([CH3:42])[C:20]3[C:25]([CH:26]=2)=[CH:24][CH:23]=[CH:22][C:21]=3[CH2:27][N:28]2[CH2:33][CH2:32][N:31]([C:34]([CH:36]3[CH2:40][CH2:39][CH2:38][N:37]3[CH3:41])=[O:35])[CH2:30][CH2:29]2)=[O:17])[CH:8]=[C:9]([C:11]([CH3:14])([CH3:13])[CH3:12])[CH:10]=1.C(N(CC)CC)C.[CH2:52]([S:55](Cl)(=[O:57])=[O:56])[CH2:53][CH3:54].N1C=CC=CC=1. Product: [C:11]([C:9]1[CH:10]=[C:5]([NH:4][S:55]([CH2:52][CH2:53][CH3:54])(=[O:57])=[O:56])[C:6]([O:43][CH3:44])=[C:7]([NH:15][C:16]([C:18]2[N:19]([CH3:42])[C:20]3[C:25]([CH:26]=2)=[CH:24][CH:23]=[CH:22][C:21]=3[CH2:27][N:28]2[CH2:29][CH2:30][N:31]([C:34]([C@@H:36]3[CH2:40][CH2:39][CH2:38][N:37]3[CH3:41])=[O:35])[CH2:32][CH2:33]2)=[O:17])[CH:8]=1)([CH3:12])([CH3:13])[CH3:14]. The catalyst class is: 4.